Task: Predict the reaction yield, written as a fraction of the theoretical maximum amount of product (1.0 means a 100% yield; for example, 0.34 means a 34% yield).. Dataset: Reaction yield outcomes from USPTO patents with 853,638 reactions The reactants are Cl[C:2]1[C:3](=[O:18])[N:4]([CH:15]([CH3:17])[CH3:16])[S:5](=[O:14])(=[O:13])[C:6]=1[C:7]1[CH:12]=[CH:11][CH:10]=[CH:9][CH:8]=1.[NH2:19][CH2:20][CH2:21][C:22]1[CH:29]=[CH:28][C:25]([C:26]#[N:27])=[CH:24][CH:23]=1. The catalyst is CC#N. The product is [CH:15]([N:4]1[C:3](=[O:18])[C:2]([NH:19][CH2:20][CH2:21][C:22]2[CH:29]=[CH:28][C:25]([C:26]#[N:27])=[CH:24][CH:23]=2)=[C:6]([C:7]2[CH:12]=[CH:11][CH:10]=[CH:9][CH:8]=2)[S:5]1(=[O:14])=[O:13])([CH3:17])[CH3:16]. The yield is 0.670.